Predict the reaction yield, written as a fraction of the theoretical maximum amount of product (1.0 means a 100% yield; for example, 0.34 means a 34% yield). From a dataset of Reaction yield outcomes from USPTO patents with 853,638 reactions. (1) The reactants are [F:1][C:2]1[CH:7]=[CH:6][C:5]([CH2:8][C:9]([OH:11])=[O:10])=[CH:4][CH:3]=1.[N+:12]([O-])([OH:14])=[O:13]. The catalyst is S(=O)(=O)(O)O. The product is [F:1][C:2]1[CH:3]=[CH:4][C:5]([CH2:8][C:9]([OH:11])=[O:10])=[CH:6][C:7]=1[N+:12]([O-:14])=[O:13]. The yield is 0.700. (2) The reactants are [C:1]1([C:7]2[N:8]=[CH:9][N:10]([C:12]([C:25]3[CH:30]=[CH:29][CH:28]=[CH:27][CH:26]=3)([C:19]3[CH:24]=[CH:23][CH:22]=[CH:21][CH:20]=3)[C:13]3[CH:18]=[CH:17][CH:16]=[CH:15][CH:14]=3)[CH:11]=2)[CH:6]=[CH:5][CH:4]=[CH:3][CH:2]=1.[Li]CCCC.[Si:36]([O:43][C:44]1[C:45]([F:55])=[C:46]([CH:49]=[C:50]([O:52][CH2:53][CH3:54])[CH:51]=1)[CH:47]=[O:48])([C:39]([CH3:42])([CH3:41])[CH3:40])([CH3:38])[CH3:37].[NH4+].[Cl-]. The catalyst is C1COCC1.CCOC(C)=O. The product is [Si:36]([O:43][C:44]1[C:45]([F:55])=[C:46]([CH:47]([C:9]2[N:10]([C:12]([C:25]3[CH:26]=[CH:27][CH:28]=[CH:29][CH:30]=3)([C:13]3[CH:18]=[CH:17][CH:16]=[CH:15][CH:14]=3)[C:19]3[CH:20]=[CH:21][CH:22]=[CH:23][CH:24]=3)[CH:11]=[C:7]([C:1]3[CH:6]=[CH:5][CH:4]=[CH:3][CH:2]=3)[N:8]=2)[OH:48])[CH:49]=[C:50]([O:52][CH2:53][CH3:54])[CH:51]=1)([C:39]([CH3:40])([CH3:42])[CH3:41])([CH3:38])[CH3:37]. The yield is 0.800. (3) The product is [NH2:1][CH2:4][C@@H:5]1[CH2:9][CH2:8][CH2:7][N:6]1[C:10]([C:12]1[CH:13]=[CH:14][C:15]([Br:18])=[CH:16][CH:17]=1)=[O:11]. The catalyst is O1CCCC1.O. The yield is 1.00. The reactants are [N:1]([CH2:4][C@@H:5]1[CH2:9][CH2:8][CH2:7][N:6]1[C:10]([C:12]1[CH:17]=[CH:16][C:15]([Br:18])=[CH:14][CH:13]=1)=[O:11])=[N+]=[N-].C1(P(C2C=CC=CC=2)C2C=CC=CC=2)C=CC=CC=1. (4) The reactants are [CH3:1][O:2][C:3]1[C:4]([N+:11]([O-])=O)=[C:5]([CH:8]=[CH:9][CH:10]=1)[CH:6]=[O:7].CCO. The catalyst is CC(O)=O.[Fe]. The product is [NH2:11][C:4]1[C:3]([O:2][CH3:1])=[CH:10][CH:9]=[CH:8][C:5]=1[CH:6]=[O:7]. The yield is 0.640. (5) The reactants are C(O[C:6]([N:8]1[CH2:13][CH2:12][N:11]([C:14]2[S:15][C:16]([CH3:28])=[C:17]([C:19]3[CH:24]=[CH:23][C:22]([C:25]([OH:27])=[O:26])=[CH:21][CH:20]=3)[N:18]=2)[CH2:10][CH2:9]1)=O)(C)(C)C.CC(O)=O.C(O[Na])(C)=O.C=O.[BH3-]C#N.[Na+]. The catalyst is Cl.O1CCOCC1. The product is [CH3:28][C:16]1[S:15][C:14]([N:11]2[CH2:10][CH2:9][N:8]([CH3:6])[CH2:13][CH2:12]2)=[N:18][C:17]=1[C:19]1[CH:24]=[CH:23][C:22]([C:25]([OH:27])=[O:26])=[CH:21][CH:20]=1. The yield is 0.950. (6) The reactants are C[O:2][C:3](=O)[C:4]1[CH:9]=[CH:8][N:7]=[C:6]([C:10](=[O:14])[N:11]([CH3:13])[CH3:12])[CH:5]=1.CO.O.[BH4-].[Na+]. The catalyst is O1CCOCC1. The product is [OH:2][CH2:3][C:4]1[CH:9]=[CH:8][N:7]=[C:6]([C:10]([N:11]([CH3:13])[CH3:12])=[O:14])[CH:5]=1. The yield is 0.648.